From a dataset of Forward reaction prediction with 1.9M reactions from USPTO patents (1976-2016). Predict the product of the given reaction. (1) Given the reactants B(Br)(Br)Br.C[O:6][C:7]1[N:12]=[CH:11][C:10]([C:13]2[CH:14]=[CH:15][C:16]3[N:17]([C:19]([CH2:22][C:23]4[CH:24]=[C:25]5[C:30](=[CH:31][CH:32]=4)[N:29]=[CH:28][CH:27]=[CH:26]5)=[CH:20][N:21]=3)[N:18]=2)=[CH:9][CH:8]=1, predict the reaction product. The product is: [N:29]1[C:30]2[C:25](=[CH:24][C:23]([CH2:22][C:19]3[N:17]4[N:18]=[C:13]([C:10]5[CH:9]=[CH:8][C:7]([OH:6])=[N:12][CH:11]=5)[CH:14]=[CH:15][C:16]4=[N:21][CH:20]=3)=[CH:32][CH:31]=2)[CH:26]=[CH:27][CH:28]=1. (2) The product is: [CH2:23]([O:22][C:19]1[C:20]([CH3:21])=[C:15]([CH:13]([P:6](=[O:5])([OH:12])[OH:7])[OH:14])[CH:16]=[N:17][C:18]=1[CH3:30])[C:24]1[CH:25]=[CH:26][CH:27]=[CH:28][CH:29]=1. Given the reactants C([O:5][P:6]([CH:13]([C:15]1[CH:16]=[N:17][C:18]([CH3:30])=[C:19]([O:22][CH2:23][C:24]2[CH:29]=[CH:28][CH:27]=[CH:26][CH:25]=2)[C:20]=1[CH3:21])[OH:14])(=[O:12])[O:7]C(C)(C)C)(C)(C)C, predict the reaction product. (3) The product is: [I-:34].[CH3:22][C:21]1[CH:20]=[CH:19][CH:18]=[C:17]([CH3:23])[C:16]=1[CH2:15][NH:14][C:13]1[C:8]2[N:9]([C:5]([CH2:4][N+:2]([CH3:33])([CH3:3])[CH3:1])=[C:6]([CH3:32])[N:7]=2)[CH:10]=[C:11]([N:24]2[CH:29]=[CH:28][C:27]([CH3:30])=[CH:26][C:25]2=[O:31])[CH:12]=1. Given the reactants [CH3:1][N:2]([CH2:4][C:5]1[N:9]2[CH:10]=[C:11]([N:24]3[CH:29]=[CH:28][C:27]([CH3:30])=[CH:26][C:25]3=[O:31])[CH:12]=[C:13]([NH:14][CH2:15][C:16]3[C:21]([CH3:22])=[CH:20][CH:19]=[CH:18][C:17]=3[CH3:23])[C:8]2=[N:7][C:6]=1[CH3:32])[CH3:3].[CH3:33][I:34], predict the reaction product. (4) Given the reactants C[C:2]1(C)[O:7][C:6](=[O:8])[CH2:5][C:4](=[O:9])O1.N1[CH:16]=[CH:15][CH:14]=[CH:13]C=1.C1(C(Cl)=O)CCC1.Cl, predict the reaction product. The product is: [CH:13]1([C:4](=[O:9])[CH2:5][C:6]([O:7][CH3:2])=[O:8])[CH2:14][CH2:15][CH2:16]1. (5) Given the reactants [Al].[F:2][C:3]1[CH:4]=[C:5]([C@@H:11]([NH:13][C:14](=[O:20])[O:15][C:16]([CH3:19])([CH3:18])[CH3:17])[CH3:12])[CH:6]=[CH:7][C:8]=1[CH:9]=O.Cl.[F:22][C:23]1([F:29])[CH2:28][CH2:27][NH:26][CH2:25][CH2:24]1, predict the reaction product. The product is: [F:22][C:23]1([F:29])[CH2:28][CH2:27][N:26]([CH2:9][C:8]2[CH:7]=[CH:6][C:5]([C@@H:11]([NH:13][C:14](=[O:20])[O:15][C:16]([CH3:19])([CH3:18])[CH3:17])[CH3:12])=[CH:4][C:3]=2[F:2])[CH2:25][CH2:24]1. (6) Given the reactants [F-].C([N+](CCCC)(CCCC)CCCC)CCC.[Si]([O:36][CH2:37][CH2:38][O:39][CH2:40][C@H:41]([O:52][C:53]1[N:58]=[CH:57][N:56]=[C:55]2[N:59]([C:62]3[CH:67]=[C:66]([CH3:68])[CH:65]=[CH:64][C:63]=3[CH3:69])[N:60]=[CH:61][C:54]=12)[C:42]([NH:44][C:45]1[CH:50]=[CH:49][C:48]([Cl:51])=[CH:47][N:46]=1)=[O:43])(C(C)(C)C)(C1C=CC=CC=1)C1C=CC=CC=1, predict the reaction product. The product is: [Cl:51][C:48]1[CH:49]=[CH:50][C:45]([NH:44][C:42](=[O:43])[C@@H:41]([O:52][C:53]2[N:58]=[CH:57][N:56]=[C:55]3[N:59]([C:62]4[CH:67]=[C:66]([CH3:68])[CH:65]=[CH:64][C:63]=4[CH3:69])[N:60]=[CH:61][C:54]=23)[CH2:40][O:39][CH2:38][CH2:37][OH:36])=[N:46][CH:47]=1.